This data is from Peptide-MHC class II binding affinity with 134,281 pairs from IEDB. The task is: Regression. Given a peptide amino acid sequence and an MHC pseudo amino acid sequence, predict their binding affinity value. This is MHC class II binding data. (1) The peptide sequence is RIDTPEVLKGPFTVR. The MHC is HLA-DPA10201-DPB11401 with pseudo-sequence HLA-DPA10201-DPB11401. The binding affinity (normalized) is 0.154. (2) The peptide sequence is QGFIFFFLFNILTGK. The MHC is HLA-DQA10601-DQB10402 with pseudo-sequence HLA-DQA10601-DQB10402. The binding affinity (normalized) is 0.317. (3) The MHC is HLA-DQA10101-DQB10501 with pseudo-sequence HLA-DQA10101-DQB10501. The binding affinity (normalized) is 0.534. The peptide sequence is SQDLELFWNLNGLQAY. (4) The peptide sequence is VAFRAGLVMEAGSKVT. The MHC is DRB1_1501 with pseudo-sequence DRB1_1501. The binding affinity (normalized) is 0.356.